From a dataset of Retrosynthesis with 50K atom-mapped reactions and 10 reaction types from USPTO. Predict the reactants needed to synthesize the given product. (1) Given the product Fc1cnc(Cl)nc1-c1ccc(Cl)cc1, predict the reactants needed to synthesize it. The reactants are: Fc1cnc(Cl)nc1Cl.OB(O)c1ccc(Cl)cc1. (2) Given the product BrCCCCSc1ccccc1, predict the reactants needed to synthesize it. The reactants are: BrCCCCBr.Sc1ccccc1. (3) Given the product COc1cc(C(=O)NN2CCN(C)CC2)ccc1Nc1ncc2c(n1)N(C1CCCC1)CC(F)(F)C(=O)N2C, predict the reactants needed to synthesize it. The reactants are: CN1CCN(N)CC1.COc1cc(C(=O)O)ccc1Nc1ncc2c(n1)N(C1CCCC1)CC(F)(F)C(=O)N2C. (4) Given the product O=C(O)c1occ(-c2ccccc2)c1-c1ccccc1, predict the reactants needed to synthesize it. The reactants are: COC(=O)c1occ(-c2ccccc2)c1-c1ccccc1. (5) The reactants are: COc1ccc(COC(=O)C2CCC(OC(=O)[C@@H](NC(=O)OCc3ccccc3)C(C)C)CC2)cc1. Given the product CC(C)[C@H](NC(=O)OCc1ccccc1)C(=O)OC1CCC(C(=O)O)CC1, predict the reactants needed to synthesize it.